The task is: Predict the reactants needed to synthesize the given product.. This data is from Full USPTO retrosynthesis dataset with 1.9M reactions from patents (1976-2016). (1) Given the product [CH3:12][CH:2]1[CH2:3][N:4]([C:5]([O:6][C:7]([CH3:8])([CH3:10])[CH3:9])=[O:11])[CH2:19][C:17](=[CH2:16])[CH2:18][O:1]1, predict the reactants needed to synthesize it. The reactants are: [OH:1][CH:2]([CH3:12])[CH2:3][NH:4][C:5](=[O:11])[O:6][C:7]([CH3:10])([CH3:9])[CH3:8].[H-].[Na+].Cl[CH2:16][C:17]([CH2:19]Cl)=[CH2:18].O. (2) Given the product [CH3:26][C:27]1([CH3:39])[O:31][C@H:30]([CH2:32][N:33]2[CH:37]=[CH:36][C:35]([NH:38][C:11](=[O:12])[C@@H:10]([N:8]3[CH2:9][C:5]([O:4][C:3]4[C:19]([F:25])=[CH:20][CH:21]=[C:22]([O:23][CH3:24])[C:2]=4[F:1])=[CH:6][C:7]3=[O:18])[CH2:14][CH:15]([CH3:17])[CH3:16])=[N:34]2)[CH2:29][O:28]1, predict the reactants needed to synthesize it. The reactants are: [F:1][C:2]1[C:22]([O:23][CH3:24])=[CH:21][CH:20]=[C:19]([F:25])[C:3]=1[O:4][C:5]1[CH2:9][N:8]([C@@H:10]([CH2:14][CH:15]([CH3:17])[CH3:16])[C:11](O)=[O:12])[C:7](=[O:18])[CH:6]=1.[CH3:26][C:27]1([CH3:39])[O:31][C@H:30]([CH2:32][N:33]2[CH:37]=[CH:36][C:35]([NH2:38])=[N:34]2)[CH2:29][O:28]1.F[P-](F)(F)(F)(F)F.N1(O[P+](N(C)C)(N(C)C)N(C)C)C2C=CC=CC=2N=N1.C(N(CC)C(C)C)(C)C. (3) Given the product [CH2:18]([N:15]1[CH2:16][CH2:17][N:12]([CH:7]2[CH2:6][CH:5]3[C:4]([CH3:28])([OH:3])[CH:9]([CH2:10][CH2:11]3)[CH2:8]2)[CH2:13][CH2:14]1)[C:19]1[CH:24]=[CH:23][CH:22]=[CH:21][CH:20]=1, predict the reactants needed to synthesize it. The reactants are: C1O[C:4]2([CH:9]3[CH2:10][CH2:11][CH:5]2[CH2:6][CH:7]([N:12]2[CH2:17][CH2:16][N:15]([CH2:18][C:19]4[CH:24]=[CH:23][CH:22]=[CH:21][CH:20]=4)[CH2:14][CH2:13]2)[CH2:8]3)[O:3]C1.Cl.[Li][CH3:28].O.